From a dataset of Catalyst prediction with 721,799 reactions and 888 catalyst types from USPTO. Predict which catalyst facilitates the given reaction. Reactant: [CH3:1][O:2][C:3]1[CH:11]=[C:10]2[C:6]([CH2:7][CH2:8][C:9]2=[O:12])=[CH:5][C:4]=1[N:13]1[CH2:18][CH2:17][O:16][CH2:15][CH2:14]1.[F:19][C:20]([F:30])([F:29])[C:21]1[CH:28]=[CH:27][C:24]([CH:25]=O)=[CH:23][CH:22]=1.CC1C=CC(S(O)(=O)=O)=CC=1. Product: [CH3:1][O:2][C:3]1[CH:11]=[C:10]2[C:6]([CH2:7]/[C:8](=[CH:25]\[C:24]3[CH:23]=[CH:22][C:21]([C:20]([F:19])([F:29])[F:30])=[CH:28][CH:27]=3)/[C:9]2=[O:12])=[CH:5][C:4]=1[N:13]1[CH2:14][CH2:15][O:16][CH2:17][CH2:18]1. The catalyst class is: 133.